Dataset: Catalyst prediction with 721,799 reactions and 888 catalyst types from USPTO. Task: Predict which catalyst facilitates the given reaction. (1) Reactant: [Cl:1][C:2]1[C:7]([CH:8]=O)=[CH:6][CH:5]=[CH:4][N:3]=1.[CH3:10][NH2:11].[BH4-].[Na+]. Product: [Cl:1][C:2]1[C:7]([CH2:8][NH:11][CH3:10])=[CH:6][CH:5]=[CH:4][N:3]=1. The catalyst class is: 5. (2) Reactant: C(C(CCC)CCC(=O)C)(C)(C)C.[C:14](/[C:19](=[CH:25]/[CH2:26][CH3:27])/[CH:20]=[CH:21]/[C:22](=[O:24])[CH3:23])([CH2:17][CH3:18])([CH3:16])[CH3:15]. Product: [CH3:16][C:14]([CH3:15])([CH2:17][CH3:18])[CH:19]([CH2:25][CH2:26][CH3:27])[CH2:20][CH2:21][C:22](=[O:24])[CH3:23]. The catalyst class is: 29.